This data is from Full USPTO retrosynthesis dataset with 1.9M reactions from patents (1976-2016). The task is: Predict the reactants needed to synthesize the given product. (1) Given the product [Cl:29][C:24]1[CH:25]=[CH:26][CH:27]=[CH:28][C:23]=1[N:8]1[C:9]([C:16]2[CH:17]=[CH:18][C:19]([Cl:22])=[CH:20][CH:21]=2)=[C:10]([CH2:11][NH:12][CH:13]([CH3:15])[CH3:14])[C:6]([C:4]([OH:5])=[O:3])=[N:7]1, predict the reactants needed to synthesize it. The reactants are: C([O:3][C:4]([C:6]1[C:10]([CH2:11][NH:12][CH:13]([CH3:15])[CH3:14])=[C:9]([C:16]2[CH:21]=[CH:20][C:19]([Cl:22])=[CH:18][CH:17]=2)[N:8]([C:23]2[CH:28]=[CH:27][CH:26]=[CH:25][C:24]=2[Cl:29])[N:7]=1)=[O:5])C.Cl. (2) Given the product [P:4]([CH2:9][CH2:10][CH2:11][CH2:12][CH2:13][CH2:14][C:15]([F:26])([F:27])[C:16]([F:24])([F:25])[C:17]([F:22])([F:23])[C:18]([F:19])([F:20])[F:21])([OH:5])([OH:6])=[O:3], predict the reactants needed to synthesize it. The reactants are: C([O:3][P:4]([CH2:9][CH2:10][CH2:11][CH2:12][CH2:13][CH2:14][C:15]([F:27])([F:26])[C:16]([F:25])([F:24])[C:17]([F:23])([F:22])[C:18]([F:21])([F:20])[F:19])([O:6]CC)=[O:5])C.Br[Si](C)(C)C. (3) The reactants are: [CH3:1][N:2]([CH2:30][C:31]([OH:33])=[O:32])[C:3](=[O:29])[C:4]1[CH:9]=[CH:8][C:7]([CH:10]([C:22]2[CH:27]=[CH:26][CH:25]=[CH:24][C:23]=2[CH3:28])[CH2:11][C:12]([C:14]2[CH:19]=[CH:18][C:17](=[O:20])[N:16]([CH3:21])[CH:15]=2)=O)=[CH:6][CH:5]=1.Cl.[NH2:35][OH:36].C([O-])(O)=O.[Na+]. Given the product [OH:36]/[N:35]=[C:12](/[C:14]1[CH:19]=[CH:18][C:17](=[O:20])[N:16]([CH3:21])[CH:15]=1)\[CH2:11][CH:10]([C:7]1[CH:8]=[CH:9][C:4]([C:3]([N:2]([CH2:30][C:31]([OH:33])=[O:32])[CH3:1])=[O:29])=[CH:5][CH:6]=1)[C:22]1[CH:27]=[CH:26][CH:25]=[CH:24][C:23]=1[CH3:28], predict the reactants needed to synthesize it. (4) Given the product [NH2:8][C:6]1[CH:5]=[CH:4][C:3]([CH2:11][C:12]([O:14][CH3:15])=[O:13])=[C:2]([Cl:1])[CH:7]=1, predict the reactants needed to synthesize it. The reactants are: [Cl:1][C:2]1[CH:7]=[C:6]([N+:8]([O-])=O)[CH:5]=[CH:4][C:3]=1[CH2:11][C:12]([O:14][CH3:15])=[O:13].[NH4+].[Cl-]. (5) Given the product [Cl:1][C:2]1[CH:7]=[C:6]2[C:5]([C:8]([CH3:19])([CH3:18])[CH2:9][C:10]([C:13]([F:16])([F:15])[F:14])([OH:17])[CH:11]2[NH:20][C:21]2[CH:29]=[CH:28][CH:27]=[C:26]3[C:22]=2[CH:23]=[N:24][NH:25]3)=[CH:4][CH:3]=1, predict the reactants needed to synthesize it. The reactants are: [Cl:1][C:2]1[CH:7]=[CH:6][C:5]([C:8]([CH3:19])([CH3:18])[CH2:9][C:10]([OH:17])([C:13]([F:16])([F:15])[F:14])[CH:11]=O)=[CH:4][CH:3]=1.[NH2:20][C:21]1[CH:29]=[CH:28][CH:27]=[C:26]2[C:22]=1[CH:23]=[N:24][NH:25]2.B(Br)(Br)Br. (6) The reactants are: Cl[C:2]1[C:3]2[C:4](=[CH:16][N:17](CC3C=CC(OC)=CC=3)[N:18]=2)[N:5]=[C:6]([C:8]2[CH:13]=[CH:12][CH:11]=[C:10]([S:14][CH3:15])[CH:9]=2)[N:7]=1.[CH3:28][O:29][C:30]1[CH:31]=[C:32]([CH:34]=[CH:35][C:36]=1[O:37][CH3:38])[NH2:33].Cl. Given the product [CH3:28][O:29][C:30]1[CH:31]=[C:32]([NH:33][C:2]2[C:3]3[NH:18][N:17]=[CH:16][C:4]=3[N:5]=[C:6]([C:8]3[CH:13]=[CH:12][CH:11]=[C:10]([S:14][CH3:15])[CH:9]=3)[N:7]=2)[CH:34]=[CH:35][C:36]=1[O:37][CH3:38], predict the reactants needed to synthesize it.